Dataset: Reaction yield outcomes from USPTO patents with 853,638 reactions. Task: Predict the reaction yield, written as a fraction of the theoretical maximum amount of product (1.0 means a 100% yield; for example, 0.34 means a 34% yield). The reactants are [Cl:1][C:2]1[CH:11]=[CH:10][CH:9]=[C:8]2[C:3]=1[C:4]([O:13][CH3:14])=[CH:5][NH:6][C:7]2=O.O=P(Cl)(Cl)[Cl:17]. No catalyst specified. The product is [Cl:17][C:7]1[C:8]2[C:3](=[C:2]([Cl:1])[CH:11]=[CH:10][CH:9]=2)[C:4]([O:13][CH3:14])=[CH:5][N:6]=1. The yield is 0.574.